This data is from Reaction yield outcomes from USPTO patents with 853,638 reactions. The task is: Predict the reaction yield, written as a fraction of the theoretical maximum amount of product (1.0 means a 100% yield; for example, 0.34 means a 34% yield). The reactants are [N+:1]([C:4]1[CH:5]=[C:6]([CH:24]=[CH:25][CH:26]=1)[CH:7]=[C:8]1[S:12][C:11](=[O:13])[N:10]([CH2:14][C:15]2[CH:20]=[CH:19][C:18]([Cl:21])=[C:17]([Cl:22])[CH:16]=2)[C:9]1=[O:23])([O-])=O.C(O)C.C(OCC)(=O)C. The catalyst is [Pd].O1CCCC1. The product is [NH2:1][C:4]1[CH:5]=[C:6]([CH:24]=[CH:25][CH:26]=1)[CH:7]=[C:8]1[S:12][C:11](=[O:13])[N:10]([CH2:14][C:15]2[CH:20]=[CH:19][C:18]([Cl:21])=[C:17]([Cl:22])[CH:16]=2)[C:9]1=[O:23]. The yield is 0.245.